Task: Predict the product of the given reaction.. Dataset: Forward reaction prediction with 1.9M reactions from USPTO patents (1976-2016) (1) Given the reactants [CH2:1]([C:5]1([CH2:34][CH2:35][CH2:36][CH3:37])[C:14]2[C:9](=[CH:10][CH:11]=[CH:12][CH:13]=2)[C:8]([OH:15])=[C:7]([C:16]2[NH:21][C:20]3[CH:22]=[CH:23][C:24]([NH:26][S:27]([CH3:30])(=[O:29])=[O:28])=[CH:25][C:19]=3[S:18](=[O:32])(=[O:31])[N:17]=2)[C:6]1=[O:33])[CH2:2][CH2:3][CH3:4].[OH-].[Na+:39], predict the reaction product. The product is: [CH2:1]([C:5]1([CH2:34][CH2:35][CH2:36][CH3:37])[C:14]2[C:9](=[CH:10][CH:11]=[CH:12][CH:13]=2)[C:8]([O-:15])=[C:7]([C:16]2[NH:21][C:20]3[CH:22]=[CH:23][C:24]([NH:26][S:27]([CH3:30])(=[O:29])=[O:28])=[CH:25][C:19]=3[S:18](=[O:32])(=[O:31])[N:17]=2)[C:6]1=[O:33])[CH2:2][CH2:3][CH3:4].[Na+:39]. (2) Given the reactants [BH4-].[Na+].[Cl:3][C:4]1[CH:9]=[C:8]([C:10]([F:13])([F:12])[F:11])[CH:7]=[C:6]([Cl:14])[C:5]=1[N:15]1[C:19]([NH:20][C:21](OCC)=O)=[C:18]([CH2:26][S:27][CH3:28])[C:17]([C:29]#[N:30])=[N:16]1, predict the reaction product. The product is: [Cl:14][C:6]1[CH:7]=[C:8]([C:10]([F:13])([F:12])[F:11])[CH:9]=[C:4]([Cl:3])[C:5]=1[N:15]1[C:19]([NH:20][CH3:21])=[C:18]([CH2:26][S:27][CH3:28])[C:17]([C:29]#[N:30])=[N:16]1. (3) Given the reactants [C:1]([CH2:3][C:4]1([N:15]2[CH:19]=[C:18]([C:20]3[N:25]4[CH:26]=[CH:27][N:28]=[C:24]4[CH:23]=[C:22]([C:29]4[S:33][C:32]([CH3:34])=[N:31][CH:30]=4)[N:21]=3)[CH:17]=[N:16]2)[CH2:7][N:6](C(OC(C)(C)C)=O)[CH2:5]1)#[N:2].Cl.O1CCOCC1.C(N(C(C)C)CC)(C)C.[F:51][C:52]([F:65])([F:64])[S:53](O[S:53]([C:52]([F:65])([F:64])[F:51])(=[O:55])=[O:54])(=[O:55])=[O:54], predict the reaction product. The product is: [CH3:34][C:32]1[S:33][C:29]([C:22]2[N:21]=[C:20]([C:18]3[CH:17]=[N:16][N:15]([C:4]4([CH2:3][C:1]#[N:2])[CH2:5][N:6]([S:53]([C:52]([F:65])([F:64])[F:51])(=[O:55])=[O:54])[CH2:7]4)[CH:19]=3)[N:25]3[CH:26]=[CH:27][N:28]=[C:24]3[CH:23]=2)=[CH:30][N:31]=1.